Task: Regression. Given a peptide amino acid sequence and an MHC pseudo amino acid sequence, predict their binding affinity value. This is MHC class I binding data.. Dataset: Peptide-MHC class I binding affinity with 185,985 pairs from IEDB/IMGT The peptide sequence is LQYGWSYF. The MHC is Mamu-A07 with pseudo-sequence Mamu-A07. The binding affinity (normalized) is 0.222.